Dataset: Reaction yield outcomes from USPTO patents with 853,638 reactions. Task: Predict the reaction yield, written as a fraction of the theoretical maximum amount of product (1.0 means a 100% yield; for example, 0.34 means a 34% yield). (1) The reactants are [C:1]([O:5][C:6]([NH:8][CH2:9][C:10]1[CH:15]=[CH:14][C:13](Br)=[CH:12][CH:11]=1)=[O:7])([CH3:4])([CH3:3])[CH3:2].[N:17]1[CH:22]=[CH:21][C:20](B(O)O)=[CH:19][CH:18]=1.C([O-])([O-])=O.[Na+].[Na+]. The catalyst is COCCOC.CCOC(C)=O.C1C=CC([P]([Pd]([P](C2C=CC=CC=2)(C2C=CC=CC=2)C2C=CC=CC=2)([P](C2C=CC=CC=2)(C2C=CC=CC=2)C2C=CC=CC=2)[P](C2C=CC=CC=2)(C2C=CC=CC=2)C2C=CC=CC=2)(C2C=CC=CC=2)C2C=CC=CC=2)=CC=1. The product is [C:1]([O:5][C:6]([NH:8][CH2:9][C:10]1[CH:15]=[CH:14][C:13]([C:20]2[CH:21]=[CH:22][N:17]=[CH:18][CH:19]=2)=[CH:12][CH:11]=1)=[O:7])([CH3:4])([CH3:3])[CH3:2]. The yield is 0.370. (2) The reactants are [OH:1][C:2]1[CH:11]=[C:10]2[C:5]([CH:6]=[CH:7][CH:8]=[N:9]2)=[CH:4][CH:3]=1.N1C=CC=CC=1.[F:18][C:19]([F:32])([F:31])[S:20](O[S:20]([C:19]([F:32])([F:31])[F:18])(=[O:22])=[O:21])(=[O:22])=[O:21].[Cl-].[NH4+]. The catalyst is C(Cl)Cl. The product is [F:18][C:19]([F:32])([F:31])[S:20]([O:1][C:2]1[CH:11]=[C:10]2[C:5]([CH:6]=[CH:7][CH:8]=[N:9]2)=[CH:4][CH:3]=1)(=[O:22])=[O:21]. The yield is 0.980. (3) The reactants are [C:1]([N:11]1[CH2:15][CH2:14][C@H:13]([NH:16][CH:17]2[CH2:22][CH2:21][CH2:20][CH2:19][CH2:18]2)[CH2:12]1)([O:3][CH2:4][C:5]1[CH:10]=[CH:9][CH:8]=[CH:7][CH:6]=1)=[O:2].[CH3:23][C:24]([CH3:33])([CH2:28][O:29][C:30](=[O:32])[CH3:31])[C:25](Cl)=[O:26]. The catalyst is CN(C1C=CN=CC=1)C.C1COCC1. The product is [C:1]([N:11]1[CH2:15][CH2:14][C@H:13]([N:16]([CH:17]2[CH2:22][CH2:21][CH2:20][CH2:19][CH2:18]2)[C:25](=[O:26])[C:24]([CH3:33])([CH3:23])[CH2:28][O:29][C:30](=[O:32])[CH3:31])[CH2:12]1)([O:3][CH2:4][C:5]1[CH:6]=[CH:7][CH:8]=[CH:9][CH:10]=1)=[O:2]. The yield is 0.629. (4) The reactants are [CH3:1][C:2]([C:4]1[C:9]([Cl:10])=[C:8]([F:11])[CH:7]=[CH:6][C:5]=1[Cl:12])=[O:3].[H-].[Al+3].[Li+].[H-].[H-].[H-].[OH-].[Na+].[O-]S([O-])(=O)=O.[Mg+2]. The catalyst is C1COCC1.O. The product is [Cl:10][C:9]1[C:8]([F:11])=[CH:7][CH:6]=[C:5]([Cl:12])[C:4]=1[CH:2]([OH:3])[CH3:1]. The yield is 0.950. (5) The reactants are [NH2:1][C:2]1[N:10]=[CH:9][N:8]=[C:7]2[C:3]=1[N:4]=[CH:5][N:6]2[C@H:11]1[C@@H:15]2[O:16][C:17]([CH3:20])([CH3:19])[O:18][C@@H:14]2[C@@H:13]([CH2:21][N:22]([CH3:39])[CH:23]2[CH2:26][CH:25]([CH2:27][CH2:28][C:29]([O:31]CC3C=CC=CC=3)=[O:30])[CH2:24]2)[O:12]1. The catalyst is C(O)C.[Pd]. The product is [NH2:1][C:2]1[N:10]=[CH:9][N:8]=[C:7]2[C:3]=1[N:4]=[CH:5][N:6]2[C@H:11]1[C@@H:15]2[O:16][C:17]([CH3:20])([CH3:19])[O:18][C@@H:14]2[C@@H:13]([CH2:21][N:22]([CH3:39])[CH:23]2[CH2:26][CH:25]([CH2:27][CH2:28][C:29]([OH:31])=[O:30])[CH2:24]2)[O:12]1. The yield is 0.860. (6) The reactants are [OH:1][C:2]1[CH:15]=[CH:14][C:13]2[C:12](=O)[C:11]3[C:6](=[CH:7][CH:8]=[C:9]([OH:17])[CH:10]=3)[C:5](=[O:18])[C:4]=2[CH:3]=1.[Sn](Cl)(Cl)(Cl)Cl. No catalyst specified. The product is [OH:1][C:2]1[CH:15]=[CH:14][C:13]2[CH2:12][C:11]3[C:6](=[CH:7][CH:8]=[C:9]([OH:17])[CH:10]=3)[C:5](=[O:18])[C:4]=2[CH:3]=1. The yield is 0.650. (7) The reactants are [Cl:1][C:2]1[N:10](CC=C)[C:9]2[C:8](=[O:14])[NH:7][C:6](=[O:15])[N:5]([CH2:16][C:17]#[N:18])[C:4]=2[N:3]=1.N1CCOCC1.Cl.C(Cl)(Cl)Cl. The catalyst is C1COCC1.C1C=CC([P]([Pd]([P](C2C=CC=CC=2)(C2C=CC=CC=2)C2C=CC=CC=2)([P](C2C=CC=CC=2)(C2C=CC=CC=2)C2C=CC=CC=2)[P](C2C=CC=CC=2)(C2C=CC=CC=2)C2C=CC=CC=2)(C2C=CC=CC=2)C2C=CC=CC=2)=CC=1. The product is [Cl:1][C:2]1[NH:10][C:9]2[C:8](=[O:14])[NH:7][C:6](=[O:15])[N:5]([CH2:16][C:17]#[N:18])[C:4]=2[N:3]=1. The yield is 0.250. (8) The reactants are [CH:1]1([C:5]2[CH:10]=[CH:9][C:8]([C:11]3[CH:20]=[N:19][C:18]4[NH:17][CH2:16][CH2:15][O:14][C:13]=4[CH:12]=3)=[C:7]([F:21])[C:6]=2[O:22]C)[CH2:4][CH2:3][CH2:2]1.B(Br)(Br)Br. The catalyst is C(Cl)Cl. The product is [CH:1]1([C:5]2[C:6]([OH:22])=[C:7]([F:21])[C:8]([C:11]3[CH:20]=[N:19][C:18]4[NH:17][CH2:16][CH2:15][O:14][C:13]=4[CH:12]=3)=[CH:9][CH:10]=2)[CH2:2][CH2:3][CH2:4]1. The yield is 0.820.